Dataset: Full USPTO retrosynthesis dataset with 1.9M reactions from patents (1976-2016). Task: Predict the reactants needed to synthesize the given product. Given the product [CH3:31][O:32][C:17]([C:16]1[CH:20]=[CH:21][CH:22]=[CH:23][C:15]=1[S:14][S:13][C:8]1[CH:9]=[CH:10][CH:11]=[CH:12][C:7]=1[C:6]([O:25][CH3:26])=[O:24])=[O:19], predict the reactants needed to synthesize it. The reactants are: S(=O)(=O)(O)O.[C:6]([OH:25])(=[O:24])[C:7]1[CH:12]=[CH:11][CH:10]=[CH:9][C:8]=1[S:13][S:14][C:15]1[CH:23]=[CH:22][CH:21]=[CH:20][C:16]=1[C:17]([OH:19])=O.[C:26]([O-])(O)=O.[Na+].[CH3:31][OH:32].